Task: Predict which catalyst facilitates the given reaction.. Dataset: Catalyst prediction with 721,799 reactions and 888 catalyst types from USPTO (1) Reactant: [CH3:1][N:2]([CH3:30])[CH2:3][C:4]#[C:5][C:6]1[CH:7]=[C:8]2[C:12](=[CH:13][CH:14]=1)[C:11](=[O:15])[N:10]([CH2:16][C:17]1[CH:22]=[CH:21][C:20]([O:23][C:24]3[CH:29]=[CH:28][CH:27]=[CH:26][CH:25]=3)=[CH:19][CH:18]=1)[CH2:9]2.[H][H]. Product: [CH3:30][N:2]([CH3:1])[CH2:3][CH2:4][CH2:5][C:6]1[CH:7]=[C:8]2[C:12](=[CH:13][CH:14]=1)[C:11](=[O:15])[N:10]([CH2:16][C:17]1[CH:22]=[CH:21][C:20]([O:23][C:24]3[CH:25]=[CH:26][CH:27]=[CH:28][CH:29]=3)=[CH:19][CH:18]=1)[CH2:9]2. The catalyst class is: 29. (2) Reactant: [Cl:1][C:2]1[N:7]=[C:6](S(C)(=O)=O)[N:5]=[C:4]([N:12]2[CH2:17][C@@H:16]3[CH2:18][C@H:13]2[CH2:14][O:15]3)[CH:3]=1.[CH2:19]([Mg]Br)[CH:20]=[CH2:21].[Cl-].[NH4+]. Product: [CH2:21]([C:6]1[N:5]=[C:4]([N:12]2[CH2:17][C@@H:16]3[CH2:18][C@H:13]2[CH2:14][O:15]3)[CH:3]=[C:2]([Cl:1])[N:7]=1)[CH:20]=[CH2:19]. The catalyst class is: 7. (3) Reactant: [CH2:1]([O:8][C:9]1[CH:14]=[CH:13][C:12]([CH2:15][C:16](O)=[O:17])=[C:11]([O:19][CH3:20])[CH:10]=1)[C:2]1[CH:7]=[CH:6][CH:5]=[CH:4][CH:3]=1.C(Cl)(=O)C([Cl:24])=O. Product: [CH2:1]([O:8][C:9]1[CH:14]=[CH:13][C:12]([CH2:15][C:16]([Cl:24])=[O:17])=[C:11]([O:19][CH3:20])[CH:10]=1)[C:2]1[CH:7]=[CH:6][CH:5]=[CH:4][CH:3]=1. The catalyst class is: 85.